This data is from Full USPTO retrosynthesis dataset with 1.9M reactions from patents (1976-2016). The task is: Predict the reactants needed to synthesize the given product. Given the product [CH3:1][O:2][C:3](=[O:27])[C@H:4]([NH:19][C:20]([O:22][C:23]([CH3:24])([CH3:25])[CH3:26])=[O:21])[C:5]1[CH:6]=[CH:7][C:8]([O:11][CH2:12][CH2:13][N:28]2[CH2:33][CH2:32][O:31][CH2:30][CH2:29]2)=[CH:9][CH:10]=1, predict the reactants needed to synthesize it. The reactants are: [CH3:1][O:2][C:3](=[O:27])[C@H:4]([NH:19][C:20]([O:22][C:23]([CH3:26])([CH3:25])[CH3:24])=[O:21])[C:5]1[CH:10]=[CH:9][C:8]([O:11][CH2:12][CH2:13]OS(C)(=O)=O)=[CH:7][CH:6]=1.[NH:28]1[CH2:33][CH2:32][O:31][CH2:30][CH2:29]1.